From a dataset of Reaction yield outcomes from USPTO patents with 853,638 reactions. Predict the reaction yield, written as a fraction of the theoretical maximum amount of product (1.0 means a 100% yield; for example, 0.34 means a 34% yield). (1) The catalyst is O1CCOCC1. The product is [Cl:9][C:6]1[CH:5]=[C:4]([C:10]2([C:29]([F:32])([F:30])[F:31])[CH2:14][CH2:13][N:12]([C:15]3[S:16][C:17]([C:24]([OH:26])=[O:25])=[C:18]([C:20]([F:23])([F:21])[F:22])[N:19]=3)[CH2:11]2)[CH:3]=[C:2]([Cl:1])[C:7]=1[Cl:8]. The reactants are [Cl:1][C:2]1[CH:3]=[C:4]([C:10]2([C:29]([F:32])([F:31])[F:30])[CH2:14][CH2:13][N:12]([C:15]3[S:16][C:17]([C:24]([O:26]CC)=[O:25])=[C:18]([C:20]([F:23])([F:22])[F:21])[N:19]=3)[CH2:11]2)[CH:5]=[C:6]([Cl:9])[C:7]=1[Cl:8].[OH-].[Na+].Cl. The yield is 0.990. (2) The reactants are [CH3:1][N:2]1[C:6]([C:7]2[S:8][C:9]3[N:10]=[CH:11][N:12]=[C:13](SC)[C:14]=3[N:15]=2)=[C:5]([C:18]2[CH:23]=[CH:22][CH:21]=[CH:20][CH:19]=2)[N:4]=[CH:3]1.[Li+].[CH3:25][CH:26]([N-:28][CH:29]([CH3:31])[CH3:30])[CH3:27].CN([CH:35]=[O:36])C.O. The catalyst is C1COCC1. The product is [CH:26]([N:28]([CH:29]([CH3:31])[CH3:30])[C:13]1[C:14]2[N:15]=[C:7]([C:6]3[N:2]([CH3:1])[CH:3]=[N:4][C:5]=3[C:18]3[CH:19]=[CH:20][CH:21]=[CH:22][CH:23]=3)[S:8][C:9]=2[N:10]=[C:11]([CH:35]=[O:36])[N:12]=1)([CH3:27])[CH3:25]. The yield is 0.110. (3) The reactants are [Cl:1][C:2]1[CH:7]=[CH:6][CH:5]=[CH:4][C:3]=1[CH2:8][N:9]1[C:14](=[O:15])[C:13]([C:16](OCC)=[O:17])=[C:12]([OH:21])[C:11]([C:22]2[CH:27]=[CH:26][CH:25]=[CH:24][CH:23]=2)=[N:10]1.[H-].[Na+].OC1C(C2C=CC=CC=2)=NNC(=O)[C:32]=1[C:44]([O:46]CC)=[O:45].ClC1C=CC=CC=1CBr.Cl.C[N:60](C)C=O. No catalyst specified. The product is [Cl:1][C:2]1[CH:7]=[CH:6][CH:5]=[CH:4][C:3]=1[CH2:8][N:9]1[C:14](=[O:15])[C:13]([C:16]([NH:60][CH2:32][C:44]([OH:46])=[O:45])=[O:17])=[C:12]([OH:21])[C:11]([C:22]2[CH:27]=[CH:26][CH:25]=[CH:24][CH:23]=2)=[N:10]1. The yield is 0.660. (4) The reactants are [N:1]1[C:6]([C:7](OC)=[O:8])=[CH:5][CH:4]=[CH:3][C:2]=1[C:11]([O:13][CH3:14])=[O:12].[BH4-].[Na+]. The catalyst is CO.O1CCCC1. The product is [OH:8][CH2:7][C:6]1[N:1]=[C:2]([C:11]([O:13][CH3:14])=[O:12])[CH:3]=[CH:4][CH:5]=1. The yield is 0.840. (5) The reactants are Br[C:2]1[C:3]([F:27])=[CH:4][C:5]2[O:11][CH2:10][CH2:9][N:8]3[C:12]([C:18]4[NH:22][N:21]=[C:20]([CH:23]5[CH2:25][CH2:24]5)[N:19]=4)=[C:13]([C:15]([NH2:17])=[O:16])[N:14]=[C:7]3[C:6]=2[CH:26]=1.[CH3:28][C:29]([OH:34])([C:32]#[CH:33])[CH2:30][OH:31].C(NC(C)C)(C)C. The catalyst is CN(C=O)C. The product is [CH:23]1([C:20]2[N:19]=[C:18]([C:12]3[N:8]4[CH2:9][CH2:10][O:11][C:5]5[CH:4]=[C:3]([F:27])[C:2]([C:33]#[C:32][C:29]([OH:34])([CH3:28])[CH2:30][OH:31])=[CH:26][C:6]=5[C:7]4=[N:14][C:13]=3[C:15]([NH2:17])=[O:16])[NH:22][N:21]=2)[CH2:25][CH2:24]1. The yield is 0.471. (6) The reactants are [CH3:1][O:2][CH2:3][C:4]1[S:8][C:7]2=[N:9][C:10]([C:14]([F:17])([F:16])[F:15])=[C:11]([CH2:12]O)[N:6]2[N:5]=1.C1(C)C=CC(S(O)(=O)=O)=CC=1.[F:29][C:30]([F:40])([F:39])[CH2:31][CH2:32][CH:33]1[CH2:37][NH:36][C:35](=[O:38])[NH:34]1. The product is [CH3:1][O:2][CH2:3][C:4]1[S:8][C:7]2=[N:9][C:10]([C:14]([F:17])([F:16])[F:15])=[C:11]([CH2:12][N:36]3[CH2:37][CH:33]([CH2:32][CH2:31][C:30]([F:39])([F:40])[F:29])[NH:34][C:35]3=[O:38])[N:6]2[N:5]=1. The yield is 0.640. The catalyst is C1(C)C=CC=CC=1. (7) The reactants are [C:1]1(B(O)O)[CH:6]=[CH:5][CH:4]=[CH:3][CH:2]=1.[F-].[K+].Br[C:13]1[CH:20]=[CH:19][CH:18]=[CH:17][C:14]=1[CH2:15][OH:16]. The catalyst is C([O-])(=O)C.[Pd+2].C([O-])(=O)C.C(P(C(C)(C)C)C1C=CC=CC=1C1C=CC=CC=1)(C)(C)C. The product is [OH:16][CH2:15][C:14]1[CH:17]=[CH:18][CH:19]=[CH:20][C:13]=1[C:1]1[CH:6]=[CH:5][CH:4]=[CH:3][CH:2]=1. The yield is 0.830. (8) The reactants are [OH:1][C:2]1[C:10]2[C:5](=[CH:6][N:7]=[CH:8][CH:9]=2)[O:4][C:3]=1[C:11]([O:13][CH2:14][CH3:15])=[O:12].N1C=CC=CC=1.[S:22](O[S:22]([C:25]([F:28])([F:27])[F:26])(=[O:24])=[O:23])([C:25]([F:28])([F:27])[F:26])(=[O:24])=[O:23]. The catalyst is C(Cl)Cl. The product is [F:26][C:25]([F:28])([F:27])[S:22]([O:1][C:2]1[C:10]2[C:5](=[CH:6][N:7]=[CH:8][CH:9]=2)[O:4][C:3]=1[C:11]([O:13][CH2:14][CH3:15])=[O:12])(=[O:24])=[O:23]. The yield is 0.870.